From a dataset of Retrosynthesis with 50K atom-mapped reactions and 10 reaction types from USPTO. Predict the reactants needed to synthesize the given product. (1) Given the product C/C(=C\c1ccc(C(=O)N2CCOCC2)cc1)c1ccc2c(c1)C(C)(C)CCC2(C)C, predict the reactants needed to synthesize it. The reactants are: C/C(=C\c1ccc(C(=O)O)cc1)c1ccc2c(c1)C(C)(C)CCC2(C)C.C1COCCN1. (2) Given the product CSc1ccc(-n2ccc3ccc(C(=O)NN)cc32)cc1, predict the reactants needed to synthesize it. The reactants are: COC(=O)c1ccc2ccn(-c3ccc(SC)cc3)c2c1.NN. (3) Given the product CCOC(=O)CN(C)C(=O)C#Cc1ccccc1F, predict the reactants needed to synthesize it. The reactants are: CCOC(=O)CNC.O=C(O)C#Cc1ccccc1F. (4) Given the product Cc1c(C=C2C(=O)Nc3cccc(-c4cccc(F)c4F)c32)[nH]c2c1C(=O)N(CCN1CCOCC1)CCC2, predict the reactants needed to synthesize it. The reactants are: Cc1c(C=O)[nH]c2c1C(=O)N(CCN1CCOCC1)CCC2.O=C1Cc2c(cccc2-c2cccc(F)c2F)N1. (5) Given the product CN1CCC(Oc2ccc(-c3n[nH]c4ccc(C(=O)N[C@H](CCO)c5ccccc5)cc34)cc2Cl)CC1, predict the reactants needed to synthesize it. The reactants are: CN1CCC(Oc2ccc(B3OC(C)(C)C(C)(C)O3)cc2Cl)CC1.O=C(N[C@H](CCO)c1ccccc1)c1ccc2[nH]nc(I)c2c1.